This data is from CYP2D6 inhibition data for predicting drug metabolism from PubChem BioAssay. The task is: Regression/Classification. Given a drug SMILES string, predict its absorption, distribution, metabolism, or excretion properties. Task type varies by dataset: regression for continuous measurements (e.g., permeability, clearance, half-life) or binary classification for categorical outcomes (e.g., BBB penetration, CYP inhibition). Dataset: cyp2d6_veith. The molecule is CC(=O)c1cc2ccccc2oc1=O. The result is 0 (non-inhibitor).